From a dataset of Forward reaction prediction with 1.9M reactions from USPTO patents (1976-2016). Predict the product of the given reaction. (1) Given the reactants [Cl:1][C:2]1[CH:10]=[CH:9][C:8]2[NH:7][C:6]3[CH2:11][CH2:12][N:13]([CH3:15])[CH2:14][C:5]=3[C:4]=2[CH:3]=1.[OH-].[K+].Br[CH2:19][CH2:20][C:21]1[CH:26]=[CH:25][C:24]([O:27][CH3:28])=[CH:23][CH:22]=1, predict the reaction product. The product is: [Cl:1][C:2]1[CH:10]=[CH:9][C:8]2[N:7]([CH2:19][CH2:20][C:21]3[CH:26]=[CH:25][C:24]([O:27][CH3:28])=[CH:23][CH:22]=3)[C:6]3[CH2:11][CH2:12][N:13]([CH3:15])[CH2:14][C:5]=3[C:4]=2[CH:3]=1. (2) Given the reactants [O:1]1[CH:10]2[CH:2]1[CH:3]1C[CH:9]2[CH:8]2[CH:4]1[CH2:5][O:6][C:7]2=[O:12].[O:13]1C2[CH:14]1[CH2:15][CH:16]1[CH:15]([CH2:16]2)[C:14](=O)[O:13]C1.CO.[CH2:26]([OH:28])[CH3:27], predict the reaction product. The product is: [C:14]([O:1][CH:10]1[CH:2]([O:28][CH2:26][CH3:27])[CH2:3][CH:4]2[CH:8]([C:7](=[O:12])[O:6][CH2:5]2)[CH2:9]1)(=[O:13])[CH:15]=[CH2:16]. (3) Given the reactants [H-].[Na+].[SH:3][CH2:4][C:5]([O:7][CH2:8][CH3:9])=[O:6].F[C:11]1[CH:12]=[C:13]([C:19]([CH3:34])([C:27]([O:29][C:30]([CH3:33])([CH3:32])[CH3:31])=[O:28])[C:20]([O:22][C:23]([CH3:26])([CH3:25])[CH3:24])=[O:21])[CH:14]=[CH:15][C:16]=1[CH:17]=O.O, predict the reaction product. The product is: [CH2:8]([O:7][C:5]([C:4]1[S:3][C:11]2[CH:12]=[C:13]([C:19]([CH3:34])([C:20]([O:22][C:23]([CH3:26])([CH3:25])[CH3:24])=[O:21])[C:27]([O:29][C:30]([CH3:33])([CH3:31])[CH3:32])=[O:28])[CH:14]=[CH:15][C:16]=2[CH:17]=1)=[O:6])[CH3:9]. (4) The product is: [C:10]([O:14][C:15]([N:17]1[CH2:22][CH2:21][C:20]([CH2:30][C:29]2[CH:32]=[CH:33][C:26]([Cl:25])=[CH:27][CH:28]=2)([C:23]#[N:24])[CH2:19][CH2:18]1)=[O:16])([CH3:13])([CH3:11])[CH3:12]. Given the reactants C(N)(C)C.C([Li])CCC.[C:10]([O:14][C:15]([N:17]1[CH2:22][CH2:21][CH:20]([C:23]#[N:24])[CH2:19][CH2:18]1)=[O:16])([CH3:13])([CH3:12])[CH3:11].[Cl:25][C:26]1[CH:33]=[CH:32][C:29]([CH2:30]Cl)=[CH:28][CH:27]=1, predict the reaction product. (5) Given the reactants Br[C:2]1[CH:3]=[C:4]([CH:25]=[CH:26][CH:27]=1)[O:5][C:6]1[S:10][C:9]([CH2:11][NH:12][C:13]([C:15]2[CH:16]=[C:17]3[C:22](=[CH:23][CH:24]=2)[N:21]=[CH:20][CH:19]=[CH:18]3)=[O:14])=[CH:8][CH:7]=1.C(OCC)(=O)C.O.[CH3:35][N:36](C)C=O, predict the reaction product. The product is: [C:35]([C:2]1[CH:3]=[C:4]([CH:25]=[CH:26][CH:27]=1)[O:5][C:6]1[S:10][C:9]([CH2:11][NH:12][C:13]([C:15]2[CH:16]=[C:17]3[C:22](=[CH:23][CH:24]=2)[N:21]=[CH:20][CH:19]=[CH:18]3)=[O:14])=[CH:8][CH:7]=1)#[N:36]. (6) Given the reactants Cl.[NH2:2][C:3]1[C:12]2[N:13]=[C:14]([CH2:28][CH2:29][O:30][CH3:31])[N:15]([CH2:16][CH2:17][CH2:18][CH2:19][NH:20]C(=O)OC(C)(C)C)[C:11]=2[C:10]2[CH:9]=[CH:8][C:7]([O:32][CH2:33][C:34]3[CH:39]=[CH:38][CH:37]=[CH:36][CH:35]=3)=[CH:6][C:5]=2[N:4]=1.[OH-].[NH4+], predict the reaction product. The product is: [NH2:20][CH2:19][CH2:18][CH2:17][CH2:16][N:15]1[C:11]2[C:10]3[CH:9]=[CH:8][C:7]([O:32][CH2:33][C:34]4[CH:35]=[CH:36][CH:37]=[CH:38][CH:39]=4)=[CH:6][C:5]=3[N:4]=[C:3]([NH2:2])[C:12]=2[N:13]=[C:14]1[CH2:28][CH2:29][O:30][CH3:31]. (7) Given the reactants [OH:1][C:2]1[C:3]([CH3:8])=[N:4][CH:5]=[CH:6][CH:7]=1.C1(N([S:16]([C:19]([F:22])([F:21])[F:20])(=[O:18])=[O:17])[S:16]([C:19]([F:22])([F:21])[F:20])(=[O:18])=[O:17])C=CC=CC=1.CCN(CC)CC, predict the reaction product. The product is: [CH3:8][C:3]1[C:2]([O:1][S:16]([C:19]([F:22])([F:21])[F:20])(=[O:18])=[O:17])=[CH:7][CH:6]=[CH:5][N:4]=1. (8) Given the reactants N(C(OCC)=O)=NC(OCC)=O.[OH:13][C:14]1[CH:19]=[CH:18][CH:17]=[CH:16][N:15]=1.O[CH2:21][CH2:22][NH:23][C:24](=[O:30])[O:25][C:26]([CH3:29])([CH3:28])[CH3:27].C1(P(C2C=CC=CC=2)C2C=CC=CC=2)C=CC=CC=1, predict the reaction product. The product is: [C:26]([O:25][C:24](=[O:30])[NH:23][CH2:22][CH2:21][O:13][C:14]1[CH:19]=[CH:18][CH:17]=[CH:16][N:15]=1)([CH3:29])([CH3:28])[CH3:27]. (9) Given the reactants [CH2:1]([O:8][C:9]1[CH:10]=[C:11]([C:15]2[N:16]=[C:17]([CH:25]3[CH2:28][CH:27]([CH2:29][OH:30])[CH2:26]3)[N:18]3[CH:23]=[CH:22][N:21]=[C:20](Cl)[C:19]=23)[CH:12]=[CH:13][CH:14]=1)[C:2]1[CH:7]=[CH:6][CH:5]=[CH:4][CH:3]=1.[NH3:31], predict the reaction product. The product is: [NH2:31][C:20]1[C:19]2[N:18]([C:17]([CH:25]3[CH2:28][CH:27]([CH2:29][OH:30])[CH2:26]3)=[N:16][C:15]=2[C:11]2[CH:12]=[CH:13][CH:14]=[C:9]([O:8][CH2:1][C:2]3[CH:7]=[CH:6][CH:5]=[CH:4][CH:3]=3)[CH:10]=2)[CH:23]=[CH:22][N:21]=1.